Dataset: Peptide-MHC class II binding affinity with 134,281 pairs from IEDB. Task: Regression. Given a peptide amino acid sequence and an MHC pseudo amino acid sequence, predict their binding affinity value. This is MHC class II binding data. The binding affinity (normalized) is 0.219. The peptide sequence is EIDTDGDGFIDFNEF. The MHC is HLA-DPA10103-DPB10401 with pseudo-sequence HLA-DPA10103-DPB10401.